This data is from Forward reaction prediction with 1.9M reactions from USPTO patents (1976-2016). The task is: Predict the product of the given reaction. (1) Given the reactants [CH2:1]([O:3][C:4](=[O:17])[NH:5][C:6]1[CH:15]=[CH:14][C:13]2[C:8](=[CH:9][CH:10]=[C:11]([Cl:16])[CH:12]=2)[CH:7]=1)[CH3:2].[Cl:18]N1C(=O)CCC1=O.Cl.O, predict the reaction product. The product is: [CH2:1]([O:3][C:4](=[O:17])[NH:5][C:6]1[CH:15]=[CH:14][C:13]2[C:8](=[CH:9][CH:10]=[C:11]([Cl:16])[CH:12]=2)[C:7]=1[Cl:18])[CH3:2]. (2) Given the reactants [C:1]([O:5][C:6]([NH:8][C@H:9]1[CH2:14][CH2:13][C@H:12]([C:15]([OH:17])=O)[CH2:11][CH2:10]1)=[O:7])([CH3:4])([CH3:3])[CH3:2].[C:18]([C:20]1[CH:44]=[CH:43][C:23]([CH2:24][O:25][C:26]2[CH:27]=[C:28]([NH2:42])[CH:29]=[C:30]([O:32][CH2:33][C:34]3[CH:39]=[CH:38][C:37]([C:40]#[N:41])=[CH:36][CH:35]=3)[CH:31]=2)=[CH:22][CH:21]=1)#[N:19], predict the reaction product. The product is: [C:1]([O:5][C:6](=[O:7])[NH:8][CH:9]1[CH2:10][CH2:11][CH:12]([C:15](=[O:17])[NH:42][C:28]2[CH:29]=[C:30]([O:32][CH2:33][C:34]3[CH:39]=[CH:38][C:37]([C:40]#[N:41])=[CH:36][CH:35]=3)[CH:31]=[C:26]([O:25][CH2:24][C:23]3[CH:22]=[CH:21][C:20]([C:18]#[N:19])=[CH:44][CH:43]=3)[CH:27]=2)[CH2:13][CH2:14]1)([CH3:2])([CH3:3])[CH3:4]. (3) Given the reactants [O:1]=[C:2]([NH:8][C:9]1[CH:14]=[CH:13][CH:12]=[C:11]([C:15]([F:18])([F:17])[F:16])[CH:10]=1)[CH2:3][C:4]([O:6]C)=[O:5].CO[CH:21](OC)[CH2:22][C:23](=O)[CH3:24].C[O-].[Na+].[OH-].[Na+].Cl, predict the reaction product. The product is: [CH3:21][C:22]1[N:8]([C:9]2[CH:14]=[CH:13][CH:12]=[C:11]([C:15]([F:18])([F:17])[F:16])[CH:10]=2)[C:2](=[O:1])[C:3]([C:4]([OH:6])=[O:5])=[CH:24][CH:23]=1. (4) Given the reactants [Cl:1][C:2]1[C:3]2[NH:10][CH:9]=[CH:8][C:4]=2[N:5]=[CH:6][N:7]=1.[CH3:11]S(OC)(=O)=O.C(=O)([O-])[O-].[Cs+].[Cs+].CN(C)C=O, predict the reaction product. The product is: [Cl:1][C:2]1[C:3]2[N:10]([CH3:11])[CH:9]=[CH:8][C:4]=2[N:5]=[CH:6][N:7]=1.